From a dataset of Forward reaction prediction with 1.9M reactions from USPTO patents (1976-2016). Predict the product of the given reaction. (1) Given the reactants [CH3:1][C:2]1[N:3]=[CH:4][N:5]([C:7]2[CH:13]=[CH:12][C:10]([NH2:11])=[CH:9][CH:8]=2)[CH:6]=1.[C:14]([NH:19][C:20](=[O:26])[O:21][C:22]([CH3:25])([CH3:24])[CH3:23])(=[O:18])/[CH:15]=[CH:16]/[CH3:17], predict the reaction product. The product is: [CH3:1][C:2]1[N:3]=[CH:4][N:5]([C:7]2[CH:13]=[CH:12][C:10]([NH:11][CH:16]([CH3:17])[CH2:15][C:14]([NH:19][C:20](=[O:26])[O:21][C:22]([CH3:25])([CH3:24])[CH3:23])=[O:18])=[CH:9][CH:8]=2)[CH:6]=1. (2) Given the reactants [NH2:1][C:2]1[N:7]=[C:6]([C:8]2[O:9][CH:10]=[CH:11][CH:12]=2)[C:5]([C:13]#[N:14])=[C:4](S(C)=O)[N:3]=1.Cl.NCCN[S:23]([C:26]1[CH:31]=[CH:30][CH:29]=[CH:28][CH:27]=1)(=[O:25])=[O:24].C1CCN2[C:35](=[N:36]CCC2)[CH2:34]C1, predict the reaction product. The product is: [NH2:1][C:2]1[N:3]=[C:4]([NH:36][CH2:35][CH2:34][S:23]([C:26]2[CH:27]=[CH:28][CH:29]=[CH:30][CH:31]=2)(=[O:24])=[O:25])[C:5]([C:13]#[N:14])=[C:6]([C:8]2[O:9][CH:10]=[CH:11][CH:12]=2)[N:7]=1. (3) Given the reactants C([Li])CCC.[F:6][C:7]1[CH:12]=[CH:11][CH:10]=[C:9]([C:13]([F:16])([F:15])[F:14])[C:8]=1[S:17][CH3:18].[C:19](=[O:21])=[O:20].O, predict the reaction product. The product is: [F:6][C:7]1[C:8]([S:17][CH3:18])=[C:9]([C:13]([F:15])([F:16])[F:14])[CH:10]=[CH:11][C:12]=1[C:19]([OH:21])=[O:20]. (4) Given the reactants [OH-].[K+].[CH3:3][N:4]([CH2:6][C:7]1[O:11][C:10]([CH2:12][CH2:13][C:14]2[NH:18][N:17]=[C:16]([NH2:19])[CH:15]=2)=[CH:9][CH:8]=1)[CH3:5].[C:20](O[C:20]([O:22][C:23]([CH3:26])([CH3:25])[CH3:24])=[O:21])([O:22][C:23]([CH3:26])([CH3:25])[CH3:24])=[O:21], predict the reaction product. The product is: [NH2:19][C:16]1[N:17]([C:20]([O:22][C:23]([CH3:26])([CH3:25])[CH3:24])=[O:21])[N:18]=[C:14]([CH2:13][CH2:12][C:10]2[O:11][C:7]([CH2:6][N:4]([CH3:5])[CH3:3])=[CH:8][CH:9]=2)[CH:15]=1. (5) Given the reactants [F:1][C:2]([F:17])([F:16])[C:3]1[CH:11]=[C:10]2[C:6]([C:7]([CH2:12][C:13]([NH2:15])=[O:14])=[CH:8][NH:9]2)=[CH:5][CH:4]=1.C[O:19][C:20](=O)[C:21]([C:23]1[C:33]2=[C:34]3[C:29](=[CH:30][CH:31]=[CH:32]2)[C:28]([CH3:36])([CH3:35])[CH2:27][CH2:26][N:25]3[CH:24]=1)=O, predict the reaction product. The product is: [CH3:35][C:28]1([CH3:36])[C:29]2[C:34]3=[C:33]([C:23]([C:21]4[C:20](=[O:19])[NH:15][C:13](=[O:14])[C:12]=4[C:7]4[C:6]5[C:10](=[CH:11][C:3]([C:2]([F:16])([F:1])[F:17])=[CH:4][CH:5]=5)[NH:9][CH:8]=4)=[CH:24][N:25]3[CH2:26][CH2:27]1)[CH:32]=[CH:31][CH:30]=2. (6) Given the reactants Cl[C:2]1([C:13]([O:15][CH2:16][CH3:17])=[O:14])[CH:4]([C:5]2[C:10]([F:11])=[CH:9][CH:8]=[CH:7][C:6]=2[F:12])O1.[NH2:18][C:19]([NH2:21])=[S:20].C([O-])([O-])=O.[K+].[K+], predict the reaction product. The product is: [NH2:21][C:19]1[S:20][C:4]([C:5]2[C:10]([F:11])=[CH:9][CH:8]=[CH:7][C:6]=2[F:12])=[C:2]([C:13]([O:15][CH2:16][CH3:17])=[O:14])[N:18]=1. (7) Given the reactants [S:1]1[C:5]2[CH:6]=[CH:7][CH:8]=[CH:9][C:4]=2[CH:3]=[C:2]1[CH:10]=[N:11][S:12]([C:15]1[CH:25]=[CH:24][C:18]2[O:19][CH2:20][CH2:21][CH2:22][O:23][C:17]=2[CH:16]=1)(=[O:14])=[O:13].O1CCCC1.Br[Mg][C:33]1[CH:38]=[CH:37][CH:36]=[CH:35][C:34]=1[CH3:39].C(OCC)C, predict the reaction product. The product is: [S:1]1[C:5]2[CH:6]=[CH:7][CH:8]=[CH:9][C:4]=2[CH:3]=[C:2]1[CH:10]([C:33]1[CH:38]=[CH:37][CH:36]=[CH:35][C:34]=1[CH3:39])[NH:11][S:12]([C:15]1[CH:25]=[CH:24][C:18]2[O:19][CH2:20][CH2:21][CH2:22][O:23][C:17]=2[CH:16]=1)(=[O:13])=[O:14]. (8) Given the reactants [NH2:1][C:2]1[CH:11]=[C:10]2[C:5]([CH2:6][CH2:7][N:8]([CH2:13][C:14]3[CH:19]=[CH:18][CH:17]=[C:16]([CH2:20][N:21]([CH3:23])[CH3:22])[CH:15]=3)[C:9]2=[O:12])=[CH:4][C:3]=1[N:24]1[CH2:29][CH2:28][N:27]([C:30]2[CH:35]=[CH:34][CH:33]=[CH:32][C:31]=2[CH3:36])[CH2:26][CH2:25]1.ClCCl.C(N(CC)C(C)C)(C)C.[O:49]1[CH:53]=[CH:52][CH:51]=[C:50]1[C:54](Cl)=[O:55], predict the reaction product. The product is: [CH3:22][N:21]([CH2:20][C:16]1[CH:15]=[C:14]([CH:19]=[CH:18][CH:17]=1)[CH2:13][N:8]1[CH2:7][CH2:6][C:5]2[C:10](=[CH:11][C:2]([NH:1][C:54]([C:50]3[O:49][CH:53]=[CH:52][CH:51]=3)=[O:55])=[C:3]([N:24]3[CH2:25][CH2:26][N:27]([C:30]4[CH:35]=[CH:34][CH:33]=[CH:32][C:31]=4[CH3:36])[CH2:28][CH2:29]3)[CH:4]=2)[C:9]1=[O:12])[CH3:23]. (9) Given the reactants [CH3:1][C:2]1[O:3][C:4]([C:7]2[CH:8]=[CH:9][C:10]3[O:14][CH:13]=[C:12]([C:15]4[CH:16]=[N:17][NH:18][CH:19]=4)[C:11]=3[CH:20]=2)=[N:5][N:6]=1.Br[CH2:22][C:23]1[CH:30]=[CH:29][CH:28]=[CH:27][C:24]=1[C:25]#[N:26], predict the reaction product. The product is: [CH3:1][C:2]1[O:3][C:4]([C:7]2[CH:8]=[CH:9][C:10]3[O:14][CH:13]=[C:12]([C:15]4[CH:19]=[N:18][N:17]([CH2:22][C:23]5[CH:30]=[CH:29][CH:28]=[CH:27][C:24]=5[C:25]#[N:26])[CH:16]=4)[C:11]=3[CH:20]=2)=[N:5][N:6]=1.